This data is from Forward reaction prediction with 1.9M reactions from USPTO patents (1976-2016). The task is: Predict the product of the given reaction. (1) Given the reactants C(OC([N:8]([CH3:18])[C@@H:9]([CH2:13][C:14](C)(C)C)[C:10]([OH:12])=O)=O)(C)(C)C.[F:19][C:20]([F:37])([F:36])[C:21]1[CH:22]=[CH:23][C:24]([N:27]2[CH2:31][C@@H:30]3[C@@H:32]([NH2:35])[CH2:33][CH2:34][C@@H:29]3[CH2:28]2)=[N:25][CH:26]=1.[F:38]C(F)(F)C1N=C(N2C[C@@H]3[C@@H](N)CC[C@@H]3C2)C=CC=1, predict the reaction product. The product is: [F:38][C@H:14]1[CH2:18][NH:8][C@H:9]([C:10]([NH:35][C@@H:32]2[C@@H:30]3[C@@H:29]([CH2:28][N:27]([C:24]4[CH:23]=[CH:22][C:21]([C:20]([F:19])([F:36])[F:37])=[CH:26][N:25]=4)[CH2:31]3)[CH2:34][CH2:33]2)=[O:12])[CH2:13]1. (2) Given the reactants [Cl-].O[NH3+:3].[C:4](=[O:7])([O-])[OH:5].[Na+].CS(C)=O.[Si]([O:20][CH:21]([CH:52]1[CH2:57][CH2:56][CH2:55][CH2:54][CH2:53]1)[CH2:22][N:23]1[C:28](=[O:29])[C:27]([CH2:30][C:31]2[CH:36]=[CH:35][C:34]([C:37]3[C:38]([C:43]#[N:44])=[CH:39][CH:40]=[CH:41][CH:42]=3)=[CH:33][CH:32]=2)=[C:26]([CH2:45][CH2:46][CH3:47])[N:25]2[N:48]=[C:49]([CH3:51])[N:50]=[C:24]12)(C(C)(C)C)(C)C, predict the reaction product. The product is: [CH:52]1([CH:21]([OH:20])[CH2:22][N:23]2[C:28](=[O:29])[C:27]([CH2:30][C:31]3[CH:32]=[CH:33][C:34]([C:37]4[CH:42]=[CH:41][CH:40]=[CH:39][C:38]=4[C:43]4[NH:44][C:4](=[O:7])[O:5][N:3]=4)=[CH:35][CH:36]=3)=[C:26]([CH2:45][CH2:46][CH3:47])[N:25]3[N:48]=[C:49]([CH3:51])[N:50]=[C:24]23)[CH2:57][CH2:56][CH2:55][CH2:54][CH2:53]1. (3) The product is: [ClH:19].[ClH:19].[NH2:10][C:9]([NH2:11])=[NH:8].[NH2:10][C:9]([NH2:11])=[NH:8]. Given the reactants C([NH:8][C:9](=[N:11]C(OC(C)(C)C)=O)[NH2:10])(OC(C)(C)C)=O.[ClH:19], predict the reaction product. (4) Given the reactants C([Li])CCC.C(NC(C)C)(C)C.[Br:13][C:14]1[C:22]2[C:17](=[N:18][CH:19]=[CH:20][CH:21]=2)[S:16][CH:15]=1.[CH3:23][S:24]SC, predict the reaction product. The product is: [Br:13][C:14]1[C:22]2[C:17](=[N:18][CH:19]=[CH:20][CH:21]=2)[S:16][C:15]=1[S:24][CH3:23]. (5) Given the reactants FC(F)(F)S(O[C:7]1[C:11]([CH3:12])=[C:10]([NH2:13])[N:9]([C:14]2[CH:19]=[CH:18][CH:17]=[CH:16][CH:15]=2)[N:8]=1)(=O)=O.[CH3:22][O:23][C:24]1[N:29]=[CH:28][C:27](B(O)O)=[CH:26][N:25]=1.C([O-])([O-])=O.[K+].[K+].O, predict the reaction product. The product is: [CH3:22][O:23][C:24]1[N:29]=[CH:28][C:27]([C:7]2[C:11]([CH3:12])=[C:10]([NH2:13])[N:9]([C:14]3[CH:19]=[CH:18][CH:17]=[CH:16][CH:15]=3)[N:8]=2)=[CH:26][N:25]=1.